From a dataset of Peptide-MHC class I binding affinity with 185,985 pairs from IEDB/IMGT. Regression. Given a peptide amino acid sequence and an MHC pseudo amino acid sequence, predict their binding affinity value. This is MHC class I binding data. (1) The peptide sequence is IHDFVDKTL. The MHC is HLA-A29:02 with pseudo-sequence HLA-A29:02. The binding affinity (normalized) is 0.0847. (2) The peptide sequence is QYNLSHSFAV. The MHC is HLA-A01:01 with pseudo-sequence HLA-A01:01. The binding affinity (normalized) is 0. (3) The peptide sequence is GIADFIIFK. The MHC is HLA-B18:01 with pseudo-sequence HLA-B18:01. The binding affinity (normalized) is 0.0847. (4) The peptide sequence is LLKTRFRGL. The MHC is HLA-B44:02 with pseudo-sequence HLA-B44:02. The binding affinity (normalized) is 0.0847. (5) The peptide sequence is IIPDGYKLI. The MHC is H-2-Kb with pseudo-sequence H-2-Kb. The binding affinity (normalized) is 0.418. (6) The peptide sequence is EVFEIIRSY. The MHC is HLA-B27:05 with pseudo-sequence HLA-B27:05. The binding affinity (normalized) is 0.0847. (7) The peptide sequence is GYKDGNEYI. The MHC is H-2-Dd with pseudo-sequence H-2-Dd. The binding affinity (normalized) is 0.923. (8) The peptide sequence is SFYRNLLWL. The binding affinity (normalized) is 0. The MHC is H-2-Kd with pseudo-sequence H-2-Kd. (9) The peptide sequence is QTEPKTSVV. The MHC is HLA-B39:01 with pseudo-sequence HLA-B39:01. The binding affinity (normalized) is 0.0847. (10) The peptide sequence is NPTKYIRWKL. The MHC is HLA-B51:01 with pseudo-sequence HLA-B51:01. The binding affinity (normalized) is 0.